The task is: Predict the product of the given reaction.. This data is from Forward reaction prediction with 1.9M reactions from USPTO patents (1976-2016). (1) Given the reactants [Cl:1][C:2]1[CH:25]=[CH:24][C:5]([O:6][CH:7]2[CH2:12][CH2:11][N:10]([C:13]([C:15]3[CH:16]=[C:17]4[C:21](=[CH:22][CH:23]=3)[NH:20][CH:19]=[CH:18]4)=[O:14])[CH2:9][CH2:8]2)=[CH:4][CH:3]=1.[H-].[Na+].Br[CH2:29][CH2:30][NH:31][C:32](=[O:38])[O:33][C:34]([CH3:37])([CH3:36])[CH3:35].O, predict the reaction product. The product is: [Cl:1][C:2]1[CH:3]=[CH:4][C:5]([O:6][CH:7]2[CH2:12][CH2:11][N:10]([C:13]([C:15]3[CH:16]=[C:17]4[C:21](=[CH:22][CH:23]=3)[N:20]([CH2:29][CH2:30][NH:31][C:32](=[O:38])[O:33][C:34]([CH3:37])([CH3:36])[CH3:35])[CH:19]=[CH:18]4)=[O:14])[CH2:9][CH2:8]2)=[CH:24][CH:25]=1. (2) Given the reactants [CH3:1][N:2]1[C:6]([C:7]2[CH:19]=[N:18][C:17]3[C:16]4[C:15](F)=[CH:14][C:13](C(OC)=O)=[CH:12][C:11]=4[NH:10][C:9]=3[CH:8]=2)=[C:5]([CH3:25])[N:4]=[N:3]1.BrC1C=NC2C3C=[C:34]([S:40](C)(=[O:42])=[O:41])C=CC=3NC=2C=1, predict the reaction product. The product is: [CH3:1][N:2]1[C:6]([C:7]2[CH:19]=[N:18][C:17]3[C:16]4[CH:15]=[C:14]([S:40]([CH3:34])(=[O:42])=[O:41])[CH:13]=[CH:12][C:11]=4[NH:10][C:9]=3[CH:8]=2)=[C:5]([CH3:25])[N:4]=[N:3]1. (3) Given the reactants [OH:1][CH2:2][CH2:3][CH2:4][C:5]1[C:13]2[C:8](=[CH:9][CH:10]=[CH:11][CH:12]=2)[NH:7][C:6]=1[C:14]([O:16][CH2:17][CH3:18])=[O:15].[CH2:19]1[C:27]2[CH:26]=[CH:25][CH:24]=[C:23](O)[C:22]=2[CH2:21][CH2:20]1, predict the reaction product. The product is: [CH2:19]1[C:27]2[C:22](=[C:23]([O:1][CH2:2][CH2:3][CH2:4][C:5]3[C:13]4[C:8](=[CH:9][CH:10]=[CH:11][CH:12]=4)[NH:7][C:6]=3[C:14]([O:16][CH2:17][CH3:18])=[O:15])[CH:24]=[CH:25][CH:26]=2)[CH2:21][CH2:20]1. (4) Given the reactants C(N1C=CN=C1)(N1C=CN=C1)=O.C([NH:23][CH2:24][C:25](O)=[O:26])(OCC1C=CC=CC=1)=O.[NH2:28][CH2:29][CH:30]([C:32]1[CH:37]=[C:36]([O:38][CH3:39])[CH:35]=[CH:34][C:33]=1[O:40][CH3:41])[OH:31].[ClH:42], predict the reaction product. The product is: [CH3:39][O:38][C:36]1[CH:35]=[CH:34][C:33]([O:40][CH3:41])=[C:32]([CH:30]([OH:31])[CH2:29][NH:28][C:25]([CH2:24][NH2:23])=[O:26])[CH:37]=1.[ClH:42]. (5) Given the reactants [CH3:1][O:2][C:3]([CH:5]1[CH2:32][CH2:31][CH2:30][C@@:7]2([CH2:11][C@H:10]([O:12][Si:13]([C:26]([CH3:29])([CH3:28])[CH3:27])([C:20]3[CH:25]=[CH:24][CH:23]=[CH:22][CH:21]=3)[C:14]3[CH:19]=[CH:18][CH:17]=[CH:16][CH:15]=3)[CH2:9][CH2:8]2)[C:6]1=[O:33])=[O:4].FC(F)(F)C(O)=O.C([SiH](CC)CC)C.C(=O)([O-])[O-].[K+].[K+], predict the reaction product. The product is: [CH3:1][O:2][C:3]([CH:5]1[CH2:32][CH2:31][CH2:30][C@@:7]2([CH2:11][C@H:10]([O:12][Si:13]([C:26]([CH3:29])([CH3:27])[CH3:28])([C:14]3[CH:15]=[CH:16][CH:17]=[CH:18][CH:19]=3)[C:20]3[CH:21]=[CH:22][CH:23]=[CH:24][CH:25]=3)[CH2:9][CH2:8]2)[CH:6]1[OH:33])=[O:4].